Predict which catalyst facilitates the given reaction. From a dataset of Catalyst prediction with 721,799 reactions and 888 catalyst types from USPTO. (1) Reactant: [Cl:1][C:2]1[CH:7]=[CH:6][N:5]=[C:4]([NH2:8])[CH:3]=1.[H-].[Na+].[Br:11][C:12]1[CH:13]=[N:14][CH:15]=[C:16]([C:18]2[S:22][C:21](Cl)=[N:20][CH:19]=2)[CH:17]=1. Product: [Br:11][C:12]1[CH:17]=[C:16]([C:18]2[S:22][C:21]([NH:8][C:4]3[CH:3]=[C:2]([Cl:1])[CH:7]=[CH:6][N:5]=3)=[N:20][CH:19]=2)[CH:15]=[N:14][CH:13]=1. The catalyst class is: 12. (2) Reactant: [CH3:1][C:2]1([CH2:7][CH2:8][C:9](=[O:11])[CH3:10])[O:6][CH2:5][CH2:4][O:3]1.[CH3:12][Mg]Br.[Cl-].[NH4+]. Product: [CH3:10][C:9]([OH:11])([CH2:8][CH2:7][C:2]1([CH3:1])[O:3][CH2:4][CH2:5][O:6]1)[CH3:12]. The catalyst class is: 7. (3) Reactant: [C:1]([C:4]1[CH:8]=[CH:7][S:6][CH:5]=1)(=O)[CH3:2].Cl.[NH2:10][OH:11].C([O-])(=O)C.[Na+].O. Product: [S:6]1[CH:7]=[CH:8][C:4]([C:1](=[N:10][OH:11])[CH3:2])=[CH:5]1. The catalyst class is: 8. (4) Reactant: [Br:1][C:2]1[N:3]=[CH:4][C:5]2[N:6]([C:8](I)=[CH:9][N:10]=2)[CH:7]=1.C([O-])([O-])=O.[Na+].[Na+].[Cl:18][C:19]1[CH:24]=[CH:23][C:22](B(O)O)=[CH:21][CH:20]=1. Product: [Br:1][C:2]1[N:3]=[CH:4][C:5]2[N:6]([C:8]([C:22]3[CH:23]=[CH:24][C:19]([Cl:18])=[CH:20][CH:21]=3)=[CH:9][N:10]=2)[CH:7]=1. The catalyst class is: 128. (5) Reactant: [NH2:1][CH2:2][C:3]1[CH:4]=[N:5][C:6]([C:9]2N=C(NCC3CC3)S[CH:13]=2)=[CH:7][CH:8]=1.C1(CNC2SC=C([C:29]3[CH:36]=CC(C#N)=CN=3)N=2)CC1.N.[H][H].C[OH:41]. Product: [CH2:36]([O:41][C:9]([C:6]1[CH:7]=[CH:8][C:3]([C:2]#[N:1])=[CH:4][N:5]=1)=[CH2:13])[CH3:29]. The catalyst class is: 181. (6) Reactant: Cl[C:2]1[N:7]([CH3:8])[C:6](=[O:9])[C:5]([C:10]2[CH:15]=[CH:14][C:13]([F:16])=[CH:12][CH:11]=2)=[C:4]([C:17]2[CH:22]=[CH:21][N:20]=[CH:19][CH:18]=2)[N:3]=1.[C:23]([NH2:32])([C:26]1[CH:31]=[CH:30][CH:29]=[CH:28][CH:27]=1)([CH3:25])[CH3:24]. Product: [F:16][C:13]1[CH:14]=[CH:15][C:10]([C:5]2[C:6](=[O:9])[N:7]([CH3:8])[C:2]([NH:32][C:23]([CH3:25])([C:26]3[CH:31]=[CH:30][CH:29]=[CH:28][CH:27]=3)[CH3:24])=[N:3][C:4]=2[C:17]2[CH:22]=[CH:21][N:20]=[CH:19][CH:18]=2)=[CH:11][CH:12]=1. The catalyst class is: 32. (7) Reactant: Br[C:2]1[CH:7]=[CH:6][C:5]([O:8][CH2:9][O:10][CH3:11])=[C:4]([O:12][CH3:13])[CH:3]=1.[Li]CCCC.[B:19](OC)([O:22]C)[O:20]C.C(OCC)(=O)C. Product: [CH3:13][O:12][C:4]1[CH:3]=[C:2]([B:19]([OH:22])[OH:20])[CH:7]=[CH:6][C:5]=1[O:8][CH2:9][O:10][CH3:11]. The catalyst class is: 134. (8) Reactant: O[CH2:2][C:3]1[CH:4]=[N:5][CH:6]=[N:7][CH:8]=1.CS(Cl)(=O)=O.[N+:14]([C:17]1[CH:25]=[C:24]2[C:20]([CH:21]=[CH:22][NH:23]2)=[CH:19][CH:18]=1)([O-:16])=[O:15].N1C2C(=CC=CC=2)C=C1.[H-].[Na+].S([O-])(=O)(=O)C. Product: [N+:14]([C:17]1[CH:25]=[C:24]2[C:20]([CH:21]=[CH:22][N:23]2[CH2:2][C:3]2[CH:4]=[N:5][CH:6]=[N:7][CH:8]=2)=[CH:19][CH:18]=1)([O-:16])=[O:15]. The catalyst class is: 59.